Dataset: NCI-60 drug combinations with 297,098 pairs across 59 cell lines. Task: Regression. Given two drug SMILES strings and cell line genomic features, predict the synergy score measuring deviation from expected non-interaction effect. Drug 1: CC1C(C(CC(O1)OC2CC(CC3=C2C(=C4C(=C3O)C(=O)C5=C(C4=O)C(=CC=C5)OC)O)(C(=O)CO)O)N)O.Cl. Drug 2: CN(C)C1=NC(=NC(=N1)N(C)C)N(C)C. Cell line: HOP-62. Synergy scores: CSS=-3.25, Synergy_ZIP=4.20, Synergy_Bliss=4.14, Synergy_Loewe=0.462, Synergy_HSA=-0.662.